Dataset: Full USPTO retrosynthesis dataset with 1.9M reactions from patents (1976-2016). Task: Predict the reactants needed to synthesize the given product. (1) Given the product [Cl:11][C:7]1[CH:6]=[C:5]([C@@H:3]([OH:4])[CH2:2][NH:1][C:12](=[O:13])[O:14][C:15]([CH3:18])([CH3:17])[CH3:16])[CH:10]=[CH:9][CH:8]=1, predict the reactants needed to synthesize it. The reactants are: [NH2:1][CH2:2][C@@H:3]([C:5]1[CH:10]=[CH:9][CH:8]=[C:7]([Cl:11])[CH:6]=1)[OH:4].[C:12](O[C:12]([O:14][C:15]([CH3:18])([CH3:17])[CH3:16])=[O:13])([O:14][C:15]([CH3:18])([CH3:17])[CH3:16])=[O:13]. (2) Given the product [CH3:18][C:14]1[CH:13]=[C:12]([C:10](=[O:11])[CH2:9][CH:8]([C:4]2[CH:3]=[C:2]([C:31]3[CH:32]=[CH:33][CH:34]=[C:29]([C:26]([OH:28])=[O:27])[CH:30]=3)[CH:7]=[CH:6][CH:5]=2)[C:19]2[CH:24]=[CH:23][CH:22]=[CH:21][C:20]=2[CH3:25])[CH:17]=[CH:16][N:15]=1, predict the reactants needed to synthesize it. The reactants are: Br[C:2]1[CH:3]=[C:4]([CH:8]([C:19]2[CH:24]=[CH:23][CH:22]=[CH:21][C:20]=2[CH3:25])[CH2:9][C:10]([C:12]2[CH:17]=[CH:16][N:15]=[C:14]([CH3:18])[CH:13]=2)=[O:11])[CH:5]=[CH:6][CH:7]=1.[C:26]([C:29]1[CH:30]=[C:31](B(O)O)[CH:32]=[CH:33][CH:34]=1)([OH:28])=[O:27]. (3) Given the product [Cl:16][C:17]1[CH:18]=[C:19]2[C:23](=[CH:24][CH:25]=1)[N:22]([CH3:26])[CH:21]=[C:20]2[C:27]1[C:28](=[O:46])[NH:29][C:30](=[O:45])[C:31]=1[C:32]1[C:40]2[C:35](=[CH:36][CH:37]=[CH:38][CH:39]=2)[N:34]([CH2:41][CH2:42][CH2:43][O:11][S:8]([CH3:7])(=[O:10])=[O:9])[N:33]=1, predict the reactants needed to synthesize it. The reactants are: N1C=CC=CC=1.[CH3:7][S:8]([O:11]S(C)(=O)=O)(=[O:10])=[O:9].[Cl:16][C:17]1[CH:18]=[C:19]2[C:23](=[CH:24][CH:25]=1)[N:22]([CH3:26])[CH:21]=[C:20]2[C:27]1[C:28](=[O:46])[NH:29][C:30](=[O:45])[C:31]=1[C:32]1[C:40]2[C:35](=[CH:36][CH:37]=[CH:38][CH:39]=2)[N:34]([CH2:41][CH2:42][CH2:43]O)[N:33]=1.Cl.